From a dataset of Forward reaction prediction with 1.9M reactions from USPTO patents (1976-2016). Predict the product of the given reaction. (1) Given the reactants [CH2:1]([C:4]1[S:8][C:7]([C:9]([OH:11])=O)=[CH:6][CH:5]=1)[CH2:2][CH3:3].[CH2:12]([C:14]1[CH:15]=[C:16]([CH:21]=[C:22]([CH3:25])[C:23]=1[OH:24])[C:17]([NH:19]O)=[NH:18])[CH3:13], predict the reaction product. The product is: [CH2:12]([C:14]1[CH:15]=[C:16]([C:17]2[N:19]=[C:9]([C:7]3[S:8][C:4]([CH2:1][CH2:2][CH3:3])=[CH:5][CH:6]=3)[O:11][N:18]=2)[CH:21]=[C:22]([CH3:25])[C:23]=1[OH:24])[CH3:13]. (2) Given the reactants C[O-].[Na+].[CH3:4][O:5][C:6]1[CH:11]=[CH:10][C:9]([CH2:12][C:13]#[N:14])=[CH:8][CH:7]=1.[N:15]([C:18]1[CH:23]=[CH:22][C:21]([C:24]([F:27])([F:26])[F:25])=[CH:20][C:19]=1[F:28])=[N+:16]=[N-:17], predict the reaction product. The product is: [F:28][C:19]1[CH:20]=[C:21]([C:24]([F:26])([F:27])[F:25])[CH:22]=[CH:23][C:18]=1[N:15]1[C:13]([NH2:14])=[C:12]([C:9]2[CH:10]=[CH:11][C:6]([O:5][CH3:4])=[CH:7][CH:8]=2)[N:17]=[N:16]1. (3) Given the reactants Cl.Cl.[NH2:3][CH2:4][C:5]1[CH:6]=[N:7][N:8]([CH2:11][CH2:12][CH3:13])[C:9]=1[NH2:10].C(=O)([O-])[O-].[Na+].[Na+].[C:20](O[C:20]([O:22][C:23]([CH3:26])([CH3:25])[CH3:24])=[O:21])([O:22][C:23]([CH3:26])([CH3:25])[CH3:24])=[O:21].C(OCC)(=O)C, predict the reaction product. The product is: [C:23]([O:22][C:20]([NH:3][CH2:4][C:5]1[CH:6]=[N:7][N:8]([CH2:11][CH2:12][CH3:13])[C:9]=1[NH2:10])=[O:21])([CH3:26])([CH3:25])[CH3:24]. (4) Given the reactants [CH:1]([N:4]1[C:9](=[O:10])[CH:8]=[CH:7][C:6]([C:11]2[CH:16]=[CH:15][C:14](=[O:17])[NH:13][C:12]=2[C:18]2[CH:23]=[CH:22][CH:21]=[CH:20][CH:19]=2)=[N:5]1)([CH3:3])[CH3:2].C([O-])([O-])=O.[K+].[K+].Br.Br[CH2:32][CH2:33][N:34]([CH2:37][CH3:38])[CH2:35][CH3:36].[ClH:39], predict the reaction product. The product is: [ClH:39].[ClH:39].[CH2:33]([N:34]([CH2:37][CH3:38])[CH2:35][CH2:36][O:17][C:14]1[N:13]=[C:12]([C:18]2[CH:19]=[CH:20][CH:21]=[CH:22][CH:23]=2)[C:11]([C:6]2[CH:7]=[CH:8][C:9](=[O:10])[N:4]([CH:1]([CH3:3])[CH3:2])[N:5]=2)=[CH:16][CH:15]=1)[CH3:32]. (5) Given the reactants [Cl:1][C:2]1[CH:3]=[N:4][C:5]2[NH:6][C:7]3[CH:8]=[C:9]([C:26](O)=[O:27])[CH:10]=[C:11]([CH:25]=3)[O:12][CH2:13][CH2:14][S:15][C:16]3[CH:24]=[C:20]([NH:21][C:22]=1[N:23]=2)[CH:19]=[CH:18][CH:17]=3.[CH2:29]([NH2:36])[C:30]1[CH:35]=[CH:34][CH:33]=[CH:32][CH:31]=1.C(N(CC)C(C)C)(C)C.F[P-](F)(F)(F)(F)F.N1(OC(N(C)C)=[N+](C)C)C2C=CC=CC=2N=N1.[C:70]([OH:76])([C:72]([F:75])([F:74])[F:73])=[O:71], predict the reaction product. The product is: [F:73][C:72]([F:75])([F:74])[C:70]([OH:76])=[O:71].[CH2:29]([NH:36][C:26]([C:9]1[CH:10]=[C:11]2[CH:25]=[C:7]([CH:8]=1)[NH:6][C:5]1=[N:23][C:22](=[C:2]([Cl:1])[CH:3]=[N:4]1)[NH:21][C:20]1=[CH:24][C:16](=[CH:17][CH:18]=[CH:19]1)[S:15][CH2:14][CH2:13][O:12]2)=[O:27])[C:30]1[CH:35]=[CH:34][CH:33]=[CH:32][CH:31]=1. (6) The product is: [Cl:3][C:4]1[CH:9]=[CH:8][C:7]([N:10]2[C:18]([N:19]([CH:20]3[CH2:25][CH2:24][CH2:23][CH2:22][CH2:21]3)[C:33](=[O:34])[CH2:32][CH:26]3[CH2:31][CH2:30][CH2:29][CH2:28][CH2:27]3)=[C:17]3[C:12]([CH:13]=[CH:14][CH:15]=[CH:16]3)=[N:11]2)=[CH:6][CH:5]=1. Given the reactants [H-].[Na+].[Cl:3][C:4]1[CH:9]=[CH:8][C:7]([N:10]2[C:18]([NH:19][CH:20]3[CH2:25][CH2:24][CH2:23][CH2:22][CH2:21]3)=[C:17]3[C:12]([CH:13]=[CH:14][CH:15]=[CH:16]3)=[N:11]2)=[CH:6][CH:5]=1.[CH:26]1([CH2:32][C:33](Cl)=[O:34])[CH2:31][CH2:30][CH2:29][CH2:28][CH2:27]1.C(OC(C)=O)(C)C.[Cl-].[Na+].O, predict the reaction product. (7) Given the reactants [CH2:1]([N:26]1[C:30]([CH3:32])([CH3:31])[C:29](=[O:33])[N:28]([C:34]2[CH:41]=[CH:40][C:37]([C:38]#[N:39])=[C:36]([C:42]([F:45])([F:44])[F:43])[CH:35]=2)[C:27]1=[O:46])/[CH:2]=[CH:3]\[CH2:4][N:5]1[C:9]([CH3:11])([CH3:10])[C:8](=[O:12])[N:7]([C:13]2[CH:20]=[CH:19][C:16]([C:17]#[N:18])=[C:15]([C:21]([F:24])([F:23])[F:22])[CH:14]=2)[C:6]1=[O:25].C(Cl)Cl.CC[OH:52].ClC1C=CC=C(C(OO)=O)C=1, predict the reaction product. The product is: [O:52]1[C@@H:2]([CH2:1][N:26]2[C:30]([CH3:32])([CH3:31])[C:29](=[O:33])[N:28]([C:34]3[CH:41]=[CH:40][C:37]([C:38]#[N:39])=[C:36]([C:42]([F:45])([F:44])[F:43])[CH:35]=3)[C:27]2=[O:46])[C@H:3]1[CH2:4][N:5]1[C:9]([CH3:11])([CH3:10])[C:8](=[O:12])[N:7]([C:13]2[CH:20]=[CH:19][C:16]([C:17]#[N:18])=[C:15]([C:21]([F:23])([F:24])[F:22])[CH:14]=2)[C:6]1=[O:25]. (8) The product is: [F:18][C:17]1[C:8]2[O:7][CH:3]([CH2:4][CH2:5][CH3:6])[CH:1]=[CH:2][C:9]=2[C:10]2[CH2:11][CH2:12][CH:13]([CH:20]3[CH2:25][CH2:24][CH:23]([CH2:26][CH2:27][CH3:28])[CH2:22][CH2:21]3)[CH2:14][C:15]=2[C:16]=1[F:19]. Given the reactants [C:1]([CH:3]([O:7][C:8]1[CH:9]=[C:10]2[C:15](=[C:16]([F:19])[C:17]=1[F:18])[CH2:14][CH:13]([CH:20]1[CH2:25][CH2:24][CH:23]([CH2:26][CH2:27][CH3:28])[CH2:22][CH2:21]1)[CH2:12][CH2:11]2)[CH2:4][CH2:5][CH3:6])#[CH:2].Cl, predict the reaction product. (9) Given the reactants [Br:1][C:2]1[CH:3]=[C:4]([CH3:10])[C:5]([CH:8]=O)=[N:6][CH:7]=1.[CH3:11][O:12][C:13]1[CH:18]=[C:17]([O:19][CH3:20])[CH:16]=[CH:15][C:14]=1[CH2:21][NH2:22].C(O)(=O)C.[BH-](OC(C)=O)(OC(C)=O)OC(C)=O.[Na+], predict the reaction product. The product is: [Br:1][C:2]1[CH:3]=[C:4]([CH3:10])[C:5]([CH2:8][NH:22][CH2:21][C:14]2[CH:15]=[CH:16][C:17]([O:19][CH3:20])=[CH:18][C:13]=2[O:12][CH3:11])=[N:6][CH:7]=1.